This data is from Peptide-MHC class I binding affinity with 185,985 pairs from IEDB/IMGT. The task is: Regression. Given a peptide amino acid sequence and an MHC pseudo amino acid sequence, predict their binding affinity value. This is MHC class I binding data. The peptide sequence is RVTGGVFLVDK. The MHC is HLA-A11:01 with pseudo-sequence HLA-A11:01. The binding affinity (normalized) is 0.507.